This data is from Full USPTO retrosynthesis dataset with 1.9M reactions from patents (1976-2016). The task is: Predict the reactants needed to synthesize the given product. (1) Given the product [CH:4]1[C:5]2[C:10](=[CH:9][CH:8]=[CH:7][CH:6]=2)[CH:11]=[C:2]([NH:1][C:13](=[O:14])[CH3:12])[N:3]=1, predict the reactants needed to synthesize it. The reactants are: [NH2:1][C:2]1[N:3]=[CH:4][C:5]2[C:10]([CH:11]=1)=[CH:9][CH:8]=[CH:7][CH:6]=2.[CH3:12][C:13](OC(C)=O)=[O:14]. (2) Given the product [N:1]1([C:7]([N:9]2[CH2:14][CH:13]([C:15]3[CH:16]=[CH:17][C:18]([O:21][C:22]([F:25])([F:24])[F:23])=[CH:19][CH:20]=3)[CH2:12][CH:11]([C:26]3[O:27][N:32]=[C:31]([C:33]4[N:38]=[CH:37][CH:36]=[CH:35][N:34]=4)[N:30]=3)[CH2:10]2)=[O:8])[CH2:6][CH2:5][O:4][CH2:3][CH2:2]1, predict the reactants needed to synthesize it. The reactants are: [N:1]1([C:7]([N:9]2[CH2:14][CH:13]([C:15]3[CH:20]=[CH:19][C:18]([O:21][C:22]([F:25])([F:24])[F:23])=[CH:17][CH:16]=3)[CH2:12][CH:11]([C:26](O)=[O:27])[CH2:10]2)=[O:8])[CH2:6][CH2:5][O:4][CH2:3][CH2:2]1.O[NH:30][C:31]([C:33]1[N:38]=[CH:37][CH:36]=[CH:35][N:34]=1)=[NH:32]. (3) Given the product [CH3:1][O:2][C:3]1[CH:4]=[CH:5][C:6]2[NH:12][C:11](=[O:13])[N:10]([CH:14]3[CH2:15][CH2:16][N:17]([C:20]([O:22][C@H:23]([CH2:44][C:45]4[CH:50]=[C:49]([C:51]([F:54])([F:53])[F:52])[C:48]([NH2:55])=[C:47]([Cl:56])[CH:46]=4)[C:24]([N:26]4[CH2:31][CH2:30][CH:29]([N:32]5[CH2:37][CH2:36][N:35]([CH2:38][C:39]([OH:41])=[O:40])[CH2:34][CH2:33]5)[CH2:28][CH2:27]4)=[O:25])=[O:21])[CH2:18][CH2:19]3)[CH2:9][CH2:8][C:7]=2[CH:57]=1, predict the reactants needed to synthesize it. The reactants are: [CH3:1][O:2][C:3]1[CH:4]=[CH:5][C:6]2[NH:12][C:11](=[O:13])[N:10]([CH:14]3[CH2:19][CH2:18][N:17]([C:20]([O:22][C@H:23]([CH2:44][C:45]4[CH:50]=[C:49]([C:51]([F:54])([F:53])[F:52])[C:48]([NH2:55])=[C:47]([Cl:56])[CH:46]=4)[C:24]([N:26]4[CH2:31][CH2:30][CH:29]([N:32]5[CH2:37][CH2:36][N:35]([CH2:38][C:39]([O:41]CC)=[O:40])[CH2:34][CH2:33]5)[CH2:28][CH2:27]4)=[O:25])=[O:21])[CH2:16][CH2:15]3)[CH2:9][CH2:8][C:7]=2[CH:57]=1.[Li+].[OH-]. (4) Given the product [CH:1]1([CH2:4][O:5][C:6]2[CH:14]=[CH:13][C:9]3[O:10][CH2:11][O:12][C:8]=3[C:7]=2[B:24]2[O:28][C:27]([CH3:30])([CH3:29])[C:26]([CH3:32])([CH3:31])[O:25]2)[CH2:2][CH2:3]1, predict the reactants needed to synthesize it. The reactants are: [CH:1]1([CH2:4][O:5][C:6]2[CH:14]=[CH:13][C:9]3[O:10][CH2:11][O:12][C:8]=3[CH:7]=2)[CH2:3][CH2:2]1.C([Li])CCC.C(O[B:24]1[O:28][C:27]([CH3:30])([CH3:29])[C:26]([CH3:32])([CH3:31])[O:25]1)(C)C. (5) Given the product [CH3:12][O:8][C:7]([CH:2]1[CH2:3][S:4][CH2:5][O:6][NH:1]1)=[O:9], predict the reactants needed to synthesize it. The reactants are: [NH:1]1[O:6][CH2:5][S:4][CH2:3][CH:2]1[C:7]([OH:9])=[O:8].[N+](=[CH2:12])=[N-].